Dataset: Acute oral toxicity (LD50) regression data from Zhu et al.. Task: Regression/Classification. Given a drug SMILES string, predict its toxicity properties. Task type varies by dataset: regression for continuous values (e.g., LD50, hERG inhibition percentage) or binary classification for toxic/non-toxic outcomes (e.g., AMES mutagenicity, cardiotoxicity, hepatotoxicity). Dataset: ld50_zhu. (1) The compound is CP(=O)(Oc1ccc([N+](=O)[O-])cc1)c1ccccc1. The rat oral LD50 is 4.35, given as -log10 of the dose in mol/kg body weight (higher means more acutely toxic). (2) The compound is ClCCCCCCCCC(Cl)(Cl)Cl. The rat oral LD50 is 2.86, given as -log10 of the dose in mol/kg body weight (higher means more acutely toxic).